Dataset: Reaction yield outcomes from USPTO patents with 853,638 reactions. Task: Predict the reaction yield, written as a fraction of the theoretical maximum amount of product (1.0 means a 100% yield; for example, 0.34 means a 34% yield). The reactants are [C:1]([C:5]1[C:6]([O:18][CH2:19][O:20][CH3:21])=[C:7](B(O)O)[CH:8]=[C:9]([C:11]([CH3:14])([CH3:13])[CH3:12])[CH:10]=1)([CH3:4])([CH3:3])[CH3:2].[C:22]([C:25]1[S:29][C:28]2[CH:30]=[CH:31][CH:32]=[C:33](I)[C:27]=2[CH:26]=1)(=[O:24])[CH3:23].C(O)C.C([O-])([O-])=O.[Na+].[Na+]. The catalyst is C1(C)C=CC=CC=1.C1C=CC([P]([Pd]([P](C2C=CC=CC=2)(C2C=CC=CC=2)C2C=CC=CC=2)([P](C2C=CC=CC=2)(C2C=CC=CC=2)C2C=CC=CC=2)[P](C2C=CC=CC=2)(C2C=CC=CC=2)C2C=CC=CC=2)(C2C=CC=CC=2)C2C=CC=CC=2)=CC=1. The product is [C:22]([C:25]1[S:29][C:28]2[CH:30]=[CH:31][CH:32]=[C:33]([C:7]3[CH:8]=[C:9]([C:11]([CH3:14])([CH3:13])[CH3:12])[CH:10]=[C:5]([C:1]([CH3:4])([CH3:3])[CH3:2])[C:6]=3[O:18][CH2:19][O:20][CH3:21])[C:27]=2[CH:26]=1)(=[O:24])[CH3:23]. The yield is 0.700.